This data is from Reaction yield outcomes from USPTO patents with 853,638 reactions. The task is: Predict the reaction yield, written as a fraction of the theoretical maximum amount of product (1.0 means a 100% yield; for example, 0.34 means a 34% yield). (1) The reactants are [S:1]1[CH:5]=[CH:4][C:3]([CH:6]=O)=[CH:2]1.CC(C)([O-:11])C.[K+].CS(C)=O.[CH2:18]1[CH2:22][O:21][CH2:20][CH2:19]1. No catalyst specified. The product is [S:1]1[CH:5]=[CH:4][C:3]([CH:6]=[CH:22][CH2:18][CH2:19][C:20]([OH:11])=[O:21])=[CH:2]1. The yield is 0.700. (2) The reactants are [O:1]([CH2:8][C:9](Cl)=[O:10])[C:2]1[CH:7]=[CH:6][CH:5]=[CH:4][CH:3]=1.[NH4+:12].[OH-]. The catalyst is C1COCC1. The product is [O:1]([CH2:8][C:9]([NH2:12])=[O:10])[C:2]1[CH:7]=[CH:6][CH:5]=[CH:4][CH:3]=1. The yield is 0.740. (3) The reactants are Br.[NH2:2][C:3]1[C:4]([CH2:9][N:10]2[C:18]3[C:13](=[CH:14][CH:15]=[CH:16][CH:17]=3)[C:12]3([C:30]4[C:21](=[CH:22][C:23]5[O:28][CH2:27][CH2:26][O:25][C:24]=5[CH:29]=4)[O:20][CH2:19]3)[C:11]2=[O:31])=[N:5][CH:6]=[CH:7][CH:8]=1.[CH3:32][S:33](Cl)(=[O:35])=[O:34].N1C=CC=CC=1. The catalyst is ClCCl. The product is [O:31]=[C:11]1[C:12]2([C:30]3[C:21](=[CH:22][C:23]4[O:28][CH2:27][CH2:26][O:25][C:24]=4[CH:29]=3)[O:20][CH2:19]2)[C:13]2[C:18](=[CH:17][CH:16]=[CH:15][CH:14]=2)[N:10]1[CH2:9][C:4]1[C:3]([NH:2][S:33]([CH3:32])(=[O:35])=[O:34])=[CH:8][CH:7]=[CH:6][N:5]=1. The yield is 0.380.